This data is from Full USPTO retrosynthesis dataset with 1.9M reactions from patents (1976-2016). The task is: Predict the reactants needed to synthesize the given product. (1) Given the product [Cl:1][C:2]1[C:3]([C:17]([OH:20])([CH3:18])[CH3:19])=[N:4][CH:5]=[C:6]([CH2:8][OH:9])[CH:7]=1, predict the reactants needed to synthesize it. The reactants are: [Cl:1][C:2]1[C:3]([C:17]([OH:20])([CH3:19])[CH3:18])=[N:4][CH:5]=[C:6]([CH2:8][O:9][Si](C(C)(C)C)(C)C)[CH:7]=1.CCCC[N+](CCCC)(CCCC)CCCC.[F-]. (2) Given the product [C:8]([O:12][C:13]([NH:15][C:16]1[O:24][C:23]2[C:18](=[N:19][CH:20]=[C:21]([CH2:25][CH2:26][N:5]3[CH2:6][CH2:7][C@@H:3]([F:2])[CH2:4]3)[CH:22]=2)[C:17]=1[C:28]([O:30][CH2:31][CH3:32])=[O:29])=[O:14])([CH3:11])([CH3:9])[CH3:10], predict the reactants needed to synthesize it. The reactants are: Cl.[F:2][C@@H:3]1[CH2:7][CH2:6][NH:5][CH2:4]1.[C:8]([O:12][C:13]([NH:15][C:16]1[O:24][C:23]2[C:18](=[N:19][CH:20]=[C:21]([CH2:25][CH:26]=O)[CH:22]=2)[C:17]=1[C:28]([O:30][CH2:31][CH3:32])=[O:29])=[O:14])([CH3:11])([CH3:10])[CH3:9].N1CCOCC1. (3) Given the product [Br:1][C:2]1[CH:7]=[CH:6][N:5]=[C:4]2[N:8]([S:24]([C:27]3[CH:28]=[CH:29][C:30]([CH3:31])=[CH:32][CH:33]=3)(=[O:26])=[O:25])[C:9]([C:11]3[CH2:16][CH2:15][NH:14][CH2:13][CH:12]=3)=[CH:10][C:3]=12.[F:34][C:35]([F:40])([F:39])[C:36]([OH:38])=[O:37], predict the reactants needed to synthesize it. The reactants are: [Br:1][C:2]1[CH:7]=[CH:6][N:5]=[C:4]2[N:8]([S:24]([C:27]3[CH:33]=[CH:32][C:30]([CH3:31])=[CH:29][CH:28]=3)(=[O:26])=[O:25])[C:9]([C:11]3[CH2:16][CH2:15][N:14](C(OC(C)(C)C)=O)[CH2:13][CH:12]=3)=[CH:10][C:3]=12.[F:34][C:35]([F:40])([F:39])[C:36]([OH:38])=[O:37]. (4) Given the product [Cl:23][C:24]1[N:29]=[CH:28][C:27]([O:18][CH2:17][CH2:16][CH2:15][CH:12]2[CH2:13][CH2:14][N:9]([C:7]3[O:6][N:5]=[C:4]([CH:1]([CH3:3])[CH3:2])[N:8]=3)[CH2:10][CH2:11]2)=[CH:26][N:25]=1, predict the reactants needed to synthesize it. The reactants are: [CH:1]([C:4]1[N:8]=[C:7]([N:9]2[CH2:14][CH2:13][CH:12]([CH2:15][CH2:16][CH2:17][O:18]S(C)(=O)=O)[CH2:11][CH2:10]2)[O:6][N:5]=1)([CH3:3])[CH3:2].[Cl:23][C:24]1[N:29]=[CH:28][C:27](O)=[CH:26][N:25]=1. (5) Given the product [CH3:39][C:5]([O:7][C:8]1[CH:13]=[CH:12][C:11]([O:14][CH2:15][C:16]2[C:17]([CH3:37])=[N:18][C:19]([C:26]3[CH:27]=[CH:28][C:29]([O:32][C:33]([F:36])([F:35])[F:34])=[CH:30][CH:31]=3)=[CH:20][C:21]=2[C:22]([F:23])([F:24])[F:25])=[CH:10][C:9]=1[CH3:38])([CH3:6])[C:4]([OH:40])=[O:3], predict the reactants needed to synthesize it. The reactants are: C([O:3][C:4](=[O:40])[C:5]([CH3:39])([O:7][C:8]1[CH:13]=[CH:12][C:11]([O:14][CH2:15][C:16]2[C:17]([CH3:37])=[N:18][C:19]([C:26]3[CH:31]=[CH:30][C:29]([O:32][C:33]([F:36])([F:35])[F:34])=[CH:28][CH:27]=3)=[CH:20][C:21]=2[C:22]([F:25])([F:24])[F:23])=[CH:10][C:9]=1[CH3:38])[CH3:6])C.[Li+].[OH-]. (6) Given the product [F:13][C:12]([F:15])([F:14])[C:9]1[CH:10]=[C:11]2[C:6](=[CH:7][CH:8]=1)[N:5]=[N:4][CH:3]=[C:2]2[NH:16][CH2:17][C:18]([O:20][C:21]([CH3:24])([CH3:23])[CH3:22])=[O:19], predict the reactants needed to synthesize it. The reactants are: Cl[C:2]1[C:11]2[C:6](=[CH:7][CH:8]=[C:9]([C:12]([F:15])([F:14])[F:13])[CH:10]=2)[N:5]=[N:4][CH:3]=1.[NH2:16][CH2:17][C:18]([O:20][C:21]([CH3:24])([CH3:23])[CH3:22])=[O:19].C(N(CC)CC)C. (7) Given the product [CH3:26][O:25][C:3]1[CH:4]=[C:5]([N:8]2[CH:13]=[CH:12][C:11]([C:14]3[CH:19]=[CH:18][C:17]([C:20]([F:21])([F:22])[F:23])=[CH:16][CH:15]=3)=[CH:10][C:9]2=[O:24])[CH:6]=[CH:7][C:2]=1[O:1][CH2:42][C@H:43]1[CH2:45][O:44]1, predict the reactants needed to synthesize it. The reactants are: [OH:1][C:2]1[CH:7]=[CH:6][C:5]([N:8]2[CH:13]=[CH:12][C:11]([C:14]3[CH:19]=[CH:18][C:17]([C:20]([F:23])([F:22])[F:21])=[CH:16][CH:15]=3)=[CH:10][C:9]2=[O:24])=[CH:4][C:3]=1[O:25][CH3:26].[F-].[Cs+].[N+](C1C=C(S(O[CH2:42][C@H:43]2[CH2:45][O:44]2)(=O)=O)C=CC=1)([O-])=O.